From a dataset of Peptide-MHC class II binding affinity with 134,281 pairs from IEDB. Regression. Given a peptide amino acid sequence and an MHC pseudo amino acid sequence, predict their binding affinity value. This is MHC class II binding data. (1) The peptide sequence is HGRQIRMAKLLTRDPE. The MHC is DRB1_0101 with pseudo-sequence DRB1_0101. The binding affinity (normalized) is 0.584. (2) The peptide sequence is TSLCFSESIPTPSNR. The MHC is DRB1_0405 with pseudo-sequence DRB1_0405. The binding affinity (normalized) is 0.376. (3) The peptide sequence is EKKNFAATQFEPLAA. The MHC is DRB1_1602 with pseudo-sequence DRB1_1602. The binding affinity (normalized) is 0.482. (4) The peptide sequence is YVDEHLMCEIEGHHL. The MHC is DRB1_1001 with pseudo-sequence DRB1_1001. The binding affinity (normalized) is 0.201. (5) The peptide sequence is AAFHSRFVQALTTAA. The MHC is HLA-DQA10401-DQB10402 with pseudo-sequence HLA-DQA10401-DQB10402. The binding affinity (normalized) is 0.206.